Dataset: Reaction yield outcomes from USPTO patents with 853,638 reactions. Task: Predict the reaction yield, written as a fraction of the theoretical maximum amount of product (1.0 means a 100% yield; for example, 0.34 means a 34% yield). (1) The reactants are [C:1]([O:5][C:6]([N:8]([CH2:10][C:11]([OH:13])=O)[CH3:9])=[O:7])([CH3:4])([CH3:3])[CH3:2].CCN(CC)CC.ClC(OCC(C)C)=O.Cl.[CH2:30]([O:32][C:33](=[O:37])[CH2:34][NH:35][CH3:36])[CH3:31]. The catalyst is C(Cl)Cl. The product is [CH2:30]([O:32][C:33](=[O:37])[CH2:34][NH:35][CH2:36][C:11](=[O:13])[CH2:10][N:8]([C:6]([O:5][C:1]([CH3:2])([CH3:3])[CH3:4])=[O:7])[CH3:9])[CH3:31]. The yield is 0.220. (2) The yield is 0.710. The product is [CH3:21][O:20][C:13]1[CH:12]=[C:11]([C:10]([N@@:9]2[CH2:6][CH:7]2[CH3:8])=[O:22])[CH:16]=[CH:15][C:14]=1[N+:17]([O-:19])=[O:18]. The reactants are CS(O[CH2:6][C@H:7]([NH:9][C:10](=[O:22])[C:11]1[CH:16]=[CH:15][C:14]([N+:17]([O-:19])=[O:18])=[C:13]([O:20][CH3:21])[CH:12]=1)[CH3:8])(=O)=O.[H-].[Na+]. The catalyst is C1COCC1. (3) The reactants are FC(F)(F)C(O)=O.[NH2:8][C:9]1([C:13]([OH:16])([CH3:15])[CH3:14])[CH2:12][CH2:11][CH2:10]1.C(N(CC)C(C)C)(C)C.[F:26][C:27]1[CH:35]=[C:34]2[C:30]([C:31]([C:37]3[N:38]=[C:39]4[C:45]([C:46](O)=[O:47])=[CH:44][N:43]([CH2:49][O:50][CH2:51][CH2:52][Si:53]([CH3:56])([CH3:55])[CH3:54])[C:40]4=[N:41][CH:42]=3)=[N:32][N:33]2[CH3:36])=[CH:29][CH:28]=1.CN(C(ON1N=NC2C=CC=NC1=2)=[N+](C)C)C.F[P-](F)(F)(F)(F)F. The catalyst is CN(C=O)C.O. The product is [OH:16][C:13]([C:9]1([NH:8][C:46]([C:45]2[C:39]3[C:40](=[N:41][CH:42]=[C:37]([C:31]4[C:30]5[C:34](=[CH:35][C:27]([F:26])=[CH:28][CH:29]=5)[N:33]([CH3:36])[N:32]=4)[N:38]=3)[N:43]([CH2:49][O:50][CH2:51][CH2:52][Si:53]([CH3:56])([CH3:55])[CH3:54])[CH:44]=2)=[O:47])[CH2:12][CH2:11][CH2:10]1)([CH3:15])[CH3:14]. The yield is 0.980. (4) The reactants are [C:1](O)([C:3](F)(F)F)=[O:2].ClCCl.CCN=C=N[CH2:16][CH2:17][CH2:18][N:19](C)C.[F:22][C:23]1[CH:28]=[C:27]([F:29])[CH:26]=[CH:25][C:24]=1[C:30]1[C:34]([C:35]([OH:37])=O)=[C:33]([CH3:38])[O:32][N:31]=1. The catalyst is CN(C1C=CN=CC=1)C.CC(C)=O.ClCCl. The product is [C:3]1([C:1]([NH:19][CH2:18][C@@H:17]2[CH2:16][CH2:33][CH2:34][C@H:30]([NH:31][C:35]([C:34]3[C:30]([C:24]4[CH:25]=[CH:26][C:27]([F:29])=[CH:28][C:23]=4[F:22])=[N:31][O:32][C:33]=3[CH3:38])=[O:37])[CH2:24]2)=[O:2])[CH:23]=[CH:28][CH:27]=[CH:26][CH:25]=1. The yield is 0.900. (5) The reactants are [CH3:1][O:2][C:3]1[CH:9]=[CH:8][C:6]([NH2:7])=[C:5]([CH3:10])[CH:4]=1.C(N(CC)CC)C.[C:18](OC(=O)C)(=[O:20])[CH3:19].C(O)(=O)CC(CC(O)=O)(C(O)=O)O. The catalyst is ClCCl. The product is [CH3:1][O:2][C:3]1[CH:9]=[CH:8][C:6]([NH:7][C:18](=[O:20])[CH3:19])=[C:5]([CH3:10])[CH:4]=1. The yield is 0.900. (6) The reactants are Cl[C:2]1[CH:3]=[C:4]([N:14](CC2C=CC(OC)=CC=2)[C:15]2[CH:20]=[CH:19][CH:18]=[CH:17][CH:16]=2)[C:5]2[N:6]([C:8]([C:11]([OH:13])=O)=[CH:9][N:10]=2)[N:7]=1.[F:30][C:31]1[CH:37]=[CH:36][C:34]([NH2:35])=[CH:33][CH:32]=1.CCN=C=NCCCN(C)C.C1C=CC2N(O)N=NC=2C=1.C(N(CC)CC)C.[NH2:66][C@H:67]1[CH2:72][CH2:71][C@H:70]([NH2:73])[CH2:69][CH2:68]1. The catalyst is C(Cl)Cl.O.C(#N)C. The product is [NH2:66][C@H:67]1[CH2:72][CH2:71][C@H:70]([NH:73][C:2]2[CH:3]=[C:4]([NH:14][C:15]3[CH:16]=[CH:17][CH:18]=[CH:19][CH:20]=3)[C:5]3[N:6]([C:8]([C:11]([NH:35][C:34]4[CH:36]=[CH:37][C:31]([F:30])=[CH:32][CH:33]=4)=[O:13])=[CH:9][N:10]=3)[N:7]=2)[CH2:69][CH2:68]1. The yield is 0.220. (7) The product is [CH2:1]([P:3]([CH2:10][CH2:11][CH2:12][OH:13])(=[O:9])[O:4][CH2:5][CH2:6][OH:16])[CH3:2]. The catalyst is C([O-])(C([O-])=O)=O.C([O-])(C([O-])=O)=O.O=[Ti+2].[K+].[K+]. The yield is 0.980. The reactants are [CH2:1]([P:3]([CH2:10][CH2:11][CH2:12][OH:13])(=[O:9])[O:4][CH2:5][CH2:6]CC)[CH3:2].C(O)C[OH:16].